From a dataset of Catalyst prediction with 721,799 reactions and 888 catalyst types from USPTO. Predict which catalyst facilitates the given reaction. (1) Reactant: [CH2:1]([O:3][C:4]1[CH:9]=[CH:8][N:7]([C:10]2[CH:15]=[CH:14][C:13]([F:16])=[CH:12][CH:11]=2)[C:6](=[O:17])[C:5]=1[C:18](Cl)=[O:19])[CH3:2].[Br:21][C:22]1[CH:23]=[N:24][CH:25]=[CH:26][C:27]=1[O:28][C:29]1[C:34]([F:35])=[CH:33][C:32]([NH2:36])=[C:31]([F:37])[CH:30]=1.C(N(CC)C(C)C)(C)C. Product: [Br:21][C:22]1[CH:23]=[N:24][CH:25]=[CH:26][C:27]=1[O:28][C:29]1[C:34]([F:35])=[CH:33][C:32]([NH:36][C:18]([C:5]2[C:6](=[O:17])[N:7]([C:10]3[CH:15]=[CH:14][C:13]([F:16])=[CH:12][CH:11]=3)[CH:8]=[CH:9][C:4]=2[O:3][CH2:1][CH3:2])=[O:19])=[C:31]([F:37])[CH:30]=1. The catalyst class is: 1. (2) Reactant: C[O:2][C:3](=[O:23])[C:4]1[C:5](=[CH:10][C:11]([NH:14][CH2:15][C:16]2[CH:21]=[CH:20][CH:19]=[C:18]([Cl:22])[CH:17]=2)=[CH:12][CH:13]=1)[C:6]([O:8]C)=[O:7].[OH-].[Na+]. Product: [Cl:22][C:18]1[CH:17]=[C:16]([CH:21]=[CH:20][CH:19]=1)[CH2:15][NH:14][C:11]1[CH:10]=[C:5]([C:6]([OH:8])=[O:7])[C:4](=[CH:13][CH:12]=1)[C:3]([OH:23])=[O:2]. The catalyst class is: 8. (3) The catalyst class is: 63. Reactant: [CH3:1][O:2][C:3](=[O:25])[C:4]1[CH:9]=[C:8]([C:10]2[CH:15]=[CH:14][C:13]([Cl:16])=[CH:12][CH:11]=2)[C:7]([C:17]#[C:18][C:19]2[CH:24]=[CH:23][CH:22]=[CH:21][N:20]=2)=[N:6][CH:5]=1. Product: [CH3:1][O:2][C:3](=[O:25])[C:4]1[CH:9]=[C:8]([C:10]2[CH:11]=[CH:12][C:13]([Cl:16])=[CH:14][CH:15]=2)[C:7]([CH2:17][CH2:18][C:19]2[CH:24]=[CH:23][CH:22]=[CH:21][N:20]=2)=[N:6][CH:5]=1. (4) Reactant: C([N:3]1[CH:7]=[CH:6][N:5]=[CH:4]1)([N:3]1[CH:7]=[CH:6][N:5]=[CH:4]1)=O.[C:13]([OH:21])(=O)[C:14]1[CH:19]=[CH:18][CH:17]=[CH:16][CH:15]=1.[Cl-].[Mg+2].[Cl-].[C:25]([O:31][CH2:32][CH3:33])(=[O:30])[CH2:26]C([O-])=O.[K+]. Product: [O:21]=[C:13]([C:14]1[CH:15]=[CH:16][CH:17]=[CH:18][CH:19]=1)[CH2:26][C:25]([O:31][CH2:32][CH3:33])=[O:30].[NH:3]1[CH:7]=[CH:6][N:5]=[CH:4]1. The catalyst class is: 18. (5) Reactant: [C:1]1([C:7]2[NH:8][C:9]3[CH:15]=[C:14]([CH2:16][CH2:17][OH:18])[CH:13]=[CH:12][C:10]=3[N:11]=2)[CH:6]=[CH:5][CH:4]=[CH:3][CH:2]=1.[S:19](Cl)([C:22]1[CH:28]=[CH:27][C:25]([CH3:26])=[CH:24][CH:23]=1)(=[O:21])=[O:20]. Product: [C:1]1([C:7]2[NH:8][C:9]3[CH:15]=[C:14]([CH2:16][CH2:17][O:18][S:19]([C:22]4[CH:28]=[CH:27][C:25]([CH3:26])=[CH:24][CH:23]=4)(=[O:21])=[O:20])[CH:13]=[CH:12][C:10]=3[N:11]=2)[CH:6]=[CH:5][CH:4]=[CH:3][CH:2]=1. The catalyst class is: 17.